From a dataset of Forward reaction prediction with 1.9M reactions from USPTO patents (1976-2016). Predict the product of the given reaction. (1) Given the reactants [Cl:1][C:2]1[N:6]([C:7]2[CH:12]=[CH:11][C:10]([C:13]3[CH:18]=[CH:17][C:16]([CH3:19])=[CH:15][CH:14]=3)=[CH:9][CH:8]=2)[C:5]([C:20]([O:22]CC)=O)=[C:4]([NH:25][C:26](=[O:34])[CH2:27][C:28]2[CH:33]=[CH:32][CH:31]=[CH:30][CH:29]=2)[CH:3]=1.CC(C)([O-])C.[K+], predict the reaction product. The product is: [Cl:1][C:2]1[N:6]([C:7]2[CH:8]=[CH:9][C:10]([C:13]3[CH:14]=[CH:15][C:16]([CH3:19])=[CH:17][CH:18]=3)=[CH:11][CH:12]=2)[C:5]2[C:20]([OH:22])=[C:27]([C:28]3[CH:29]=[CH:30][CH:31]=[CH:32][CH:33]=3)[C:26](=[O:34])[NH:25][C:4]=2[CH:3]=1. (2) Given the reactants [Li+].CC([N-]C(C)C)C.[Br:9][C:10]1[S:11][CH:12]=[C:13]([Br:15])[N:14]=1.CN([CH:19]=[O:20])C, predict the reaction product. The product is: [Br:9][C:10]1[S:11][C:12]([CH:19]=[O:20])=[C:13]([Br:15])[N:14]=1. (3) Given the reactants C([Li])CCC.[NH:6]1[CH2:11][CH2:10][CH2:9][CH2:8][CH2:7]1.[CH3:12][Si:13]([CH3:23])([CH:21]=[CH2:22])[C:14]1[CH:20]=[CH:19][C:17]([NH2:18])=[CH:16][CH:15]=1.O, predict the reaction product. The product is: [CH3:12][Si:13]([CH3:23])([CH2:21][CH2:22][N:6]1[CH2:11][CH2:10][CH2:9][CH2:8][CH2:7]1)[C:14]1[CH:20]=[CH:19][C:17]([NH2:18])=[CH:16][CH:15]=1. (4) Given the reactants [F:1][CH:2]([F:5])[CH2:3][OH:4].[S:6](O[S:6]([C:9]([F:12])([F:11])[F:10])(=[O:8])=[O:7])([C:9]([F:12])([F:11])[F:10])(=[O:8])=[O:7], predict the reaction product. The product is: [F:10][C:9]([F:12])([F:11])[S:6]([O:4][CH2:3][CH:2]([F:5])[F:1])(=[O:8])=[O:7]. (5) Given the reactants Cl[C:2]1[CH:7]=[C:6]([CH:8]2[CH2:10][CH2:9]2)[N:5]=[C:4]([C:11]2[CH:16]=[CH:15][CH:14]=[C:13]([Cl:17])[CH:12]=2)[N:3]=1.[NH2:18][C:19]1[N:24]=[CH:23][C:22]([CH2:25][C:26]([O:28][CH2:29][CH3:30])=[O:27])=[CH:21][CH:20]=1.C(=O)([O-])[O-].[Cs+].[Cs+], predict the reaction product. The product is: [Cl:17][C:13]1[CH:12]=[C:11]([C:4]2[N:3]=[C:2]([NH:18][C:19]3[N:24]=[CH:23][C:22]([CH2:25][C:26]([O:28][CH2:29][CH3:30])=[O:27])=[CH:21][CH:20]=3)[CH:7]=[C:6]([CH:8]3[CH2:10][CH2:9]3)[N:5]=2)[CH:16]=[CH:15][CH:14]=1.